From a dataset of Full USPTO retrosynthesis dataset with 1.9M reactions from patents (1976-2016). Predict the reactants needed to synthesize the given product. (1) Given the product [ClH:9].[NH:7]([C:14]([C:16]1[C:24]2[C:19](=[CH:20][CH:21]=[CH:22][CH:23]=2)[N:18]([C:25]2[C:34]3[C:29](=[CH:30][C:31]([C:35]([F:37])([F:36])[F:38])=[CH:32][CH:33]=3)[N:28]=[CH:27][CH:26]=2)[CH:17]=1)=[O:15])[C:6]([NH2:8])=[NH:5], predict the reactants needed to synthesize it. The reactants are: C[O-].[Na+].Cl.[NH2:5][C:6]([NH2:8])=[NH:7].[Cl:9]CCl.Cl.Cl[C:14]([C:16]1[C:24]2[C:19](=[CH:20][CH:21]=[CH:22][CH:23]=2)[N:18]([C:25]2[C:34]3[C:29](=[CH:30][C:31]([C:35]([F:38])([F:37])[F:36])=[CH:32][CH:33]=3)[N:28]=[CH:27][CH:26]=2)[CH:17]=1)=[O:15]. (2) Given the product [CH2:19]([C:10]1[CH:11]=[C:12]([C:15](=[O:18])[CH2:16][CH3:17])[CH:13]=[CH:14][C:9]=1[OH:8])[CH3:20], predict the reactants needed to synthesize it. The reactants are: [Si]([O:8][C:9]1[CH:14]=[CH:13][C:12]([C:15](=[O:18])[CH2:16][CH3:17])=[CH:11][C:10]=1[CH2:19][CH3:20])(C(C)(C)C)(C)C. (3) Given the product [Br:1][C:2]1[CH:3]=[CH:4][C:5]([NH:8][C:9](=[O:20])[C:10]2[CH:15]=[C:14]([NH:16][C:37]([NH:36][C:35]3[C:34]([Cl:39])=[CH:33][CH:32]=[C:23]([CH2:24][NH:25][C:26](=[O:31])[C:27]([CH3:28])([CH3:30])[CH3:29])[C:22]=3[Cl:21])=[S:38])[C:13]([NH:17][CH3:18])=[CH:12][C:11]=2[F:19])=[CH:6][CH:7]=1, predict the reactants needed to synthesize it. The reactants are: [Br:1][C:2]1[CH:7]=[CH:6][C:5]([NH:8][C:9](=[O:20])[C:10]2[CH:15]=[C:14]([NH2:16])[C:13]([NH:17][CH3:18])=[CH:12][C:11]=2[F:19])=[CH:4][CH:3]=1.[Cl:21][C:22]1[C:35]([N:36]=[C:37]=[S:38])=[C:34]([Cl:39])[CH:33]=[CH:32][C:23]=1[CH2:24][NH:25][C:26](=[O:31])[C:27]([CH3:30])([CH3:29])[CH3:28].CN(C=O)C. (4) Given the product [NH2:1][C:2]1[C:3]([C:19]([NH:21][C:22]2[CH:23]=[N:24][CH:25]=[CH:26][C:27]=2[N:28]2[CH2:33][C@H:32]([C:34]([F:37])([F:36])[F:35])[CH2:31][C@H:30]([NH2:38])[CH2:29]2)=[O:20])=[N:4][C:5]2[C:10]([CH:11]=1)=[CH:9][CH:8]=[C:7]([CH:12]1[CH2:17][CH2:16][N:15]([CH3:18])[CH2:14][CH2:13]1)[CH:6]=2, predict the reactants needed to synthesize it. The reactants are: [NH2:1][C:2]1[C:3]([C:19]([NH:21][C:22]2[CH:23]=[N:24][CH:25]=[CH:26][C:27]=2[N:28]2[CH2:33][C@H:32]([C:34]([F:37])([F:36])[F:35])[CH2:31][C@H:30]([NH:38]C(=O)OC(C)(C)C)[CH2:29]2)=[O:20])=[N:4][C:5]2[C:10]([CH:11]=1)=[CH:9][CH:8]=[C:7]([CH:12]1[CH2:17][CH2:16][N:15]([CH3:18])[CH2:14][CH2:13]1)[CH:6]=2.Cl. (5) Given the product [Cl:1][C:2]1[CH:3]=[C:4]([CH:7]=[CH:8][CH:9]=1)[CH2:5][NH:15][C:16]1[NH:17][CH:18]=[CH:19][N:20]=1, predict the reactants needed to synthesize it. The reactants are: [Cl:1][C:2]1[CH:3]=[C:4]([CH:7]=[CH:8][CH:9]=1)[CH:5]=O.S(O)(O)(=O)=O.[NH2:15][C:16]1[NH:17][CH:18]=[CH:19][N:20]=1.C(N(CC)CC)C.[BH4-].[Na+].